This data is from Forward reaction prediction with 1.9M reactions from USPTO patents (1976-2016). The task is: Predict the product of the given reaction. (1) Given the reactants [Cl:1][C:2]1[CH:3]=[C:4]([NH2:19])[CH:5]=[CH:6][C:7]=1[S:8][C:9]1[CH:18]=[CH:17][C:16]2[C:11](=[CH:12][CH:13]=[CH:14][CH:15]=2)[CH:10]=1.N1C=CC=CC=1.[Cl:26][C:27]1[N:28]=[C:29]2[N:33]([C:34]=1[S:35](Cl)(=[O:37])=[O:36])[CH:32]=[CH:31][S:30]2, predict the reaction product. The product is: [Cl:1][C:2]1[CH:3]=[C:4]([NH:19][S:35]([C:34]2[N:33]3[C:29]([S:30][CH:31]=[CH:32]3)=[N:28][C:27]=2[Cl:26])(=[O:36])=[O:37])[CH:5]=[CH:6][C:7]=1[S:8][C:9]1[CH:18]=[CH:17][C:16]2[C:11](=[CH:12][CH:13]=[CH:14][CH:15]=2)[CH:10]=1. (2) Given the reactants [NH2:1][C:2]1[C:3]2[C:13]([O:14][CH2:15][C:16]([NH:19][C:20](=[O:28])[C:21]3[CH:26]=[CH:25][N:24]=[C:23](Br)[CH:22]=3)([CH3:18])[CH3:17])=[CH:12][CH:11]=[CH:10][C:4]=2[NH:5][S:6](=[O:9])(=[O:8])[N:7]=1.[CH3:29][C:30]1[NH:31][CH:32]=[CH:33][N:34]=1, predict the reaction product. The product is: [NH2:1][C:2]1[C:3]2[C:13]([O:14][CH2:15][C:16]([NH:19][C:20](=[O:28])[C:21]3[CH:26]=[CH:25][N:24]=[C:23]([N:31]4[CH:32]=[CH:33][N:34]=[C:30]4[CH3:29])[CH:22]=3)([CH3:18])[CH3:17])=[CH:12][CH:11]=[CH:10][C:4]=2[NH:5][S:6](=[O:9])(=[O:8])[N:7]=1. (3) Given the reactants Br[C:2]1[CH:3]=[C:4]2[C:9](=[CH:10][CH:11]=1)[N:8]([CH2:12][C:13]1[CH:18]=[CH:17][C:16]([O:19][CH3:20])=[CH:15][CH:14]=1)[C:7](=[O:21])[CH:6]=[CH:5]2.C(=O)([O-])[O-].[K+].[K+].[C:28]([O:32][CH2:33][CH3:34])(=[O:31])[CH:29]=[CH2:30], predict the reaction product. The product is: [CH3:20][O:19][C:16]1[CH:17]=[CH:18][C:13]([CH2:12][N:8]2[C:9]3[C:4](=[CH:3][C:2](/[CH:30]=[CH:29]/[C:28]([O:32][CH2:33][CH3:34])=[O:31])=[CH:11][CH:10]=3)[CH:5]=[CH:6][C:7]2=[O:21])=[CH:14][CH:15]=1. (4) Given the reactants [CH2:1]([O:8][C:9]([N:11]1[CH:15]([C:16]([OH:18])=O)[CH2:14][S:13][C@@H:12]1[C:19]1[O:20][CH:21]=[CH:22][N:23]=1)=[O:10])[C:2]1[CH:7]=[CH:6][CH:5]=[CH:4][CH:3]=1.CCN(C(C)C)C(C)C.CN(C(ON1N=NC2C=CC=NC1=2)=[N+](C)C)C.F[P-](F)(F)(F)(F)F.[NH2:57][C:58]1[S:59][CH:60]=[C:61]([C:63]2[CH:74]=[CH:73][C:66]([C:67]([NH:69][CH:70]3[CH2:72][CH2:71]3)=[O:68])=[CH:65][CH:64]=2)[N:62]=1, predict the reaction product. The product is: [CH2:1]([O:8][C:9]([N:11]1[CH:15]([C:16](=[O:18])[NH:57][C:58]2[S:59][CH:60]=[C:61]([C:63]3[CH:64]=[CH:65][C:66]([C:67](=[O:68])[NH:69][CH:70]4[CH2:72][CH2:71]4)=[CH:73][CH:74]=3)[N:62]=2)[CH2:14][S:13][C@@H:12]1[C:19]1[O:20][CH:21]=[CH:22][N:23]=1)=[O:10])[C:2]1[CH:3]=[CH:4][CH:5]=[CH:6][CH:7]=1. (5) Given the reactants [N:1]1([S:6]([C:9]2[CH:10]=[C:11]([C:15]3[N:23]4[C:18]([CH:19]=[N:20][C:21](O)=[N:22]4)=[CH:17][CH:16]=3)[CH:12]=[CH:13][CH:14]=2)(=[O:8])=[O:7])[CH2:5][CH2:4][CH2:3][CH2:2]1.[NH2:25][C:26]1[CH:31]=[CH:30][C:29]([CH:32]2[CH2:37][CH2:36][N:35]([CH2:38][CH2:39][OH:40])[CH2:34][CH2:33]2)=[CH:28][CH:27]=1, predict the reaction product. The product is: [N:1]1([S:6]([C:9]2[CH:10]=[C:11]([C:15]3[N:23]4[C:18]([CH:19]=[N:20][C:21]([NH:25][C:26]5[CH:31]=[CH:30][C:29]([CH:32]6[CH2:37][CH2:36][N:35]([CH2:38][CH2:39][OH:40])[CH2:34][CH2:33]6)=[CH:28][CH:27]=5)=[N:22]4)=[CH:17][CH:16]=3)[CH:12]=[CH:13][CH:14]=2)(=[O:8])=[O:7])[CH2:5][CH2:4][CH2:3][CH2:2]1. (6) The product is: [CH:25]1([CH2:31][NH:32][C:10]2[N:11]=[CH:12][C:7]3[CH:6]=[C:5]([O:4][C:3]4[CH:21]=[CH:22][CH:23]=[CH:24][C:2]=4[F:1])[C:18](=[O:19])[N:17]([CH3:20])[C:8]=3[N:9]=2)[CH2:30][CH2:29][CH2:28][CH2:27][CH2:26]1. Given the reactants [F:1][C:2]1[CH:24]=[CH:23][CH:22]=[CH:21][C:3]=1[O:4][C:5]1[C:18](=[O:19])[N:17]([CH3:20])[C:8]2[N:9]=[C:10](S(C)(=O)=O)[N:11]=[CH:12][C:7]=2[CH:6]=1.[CH:25]1([CH2:31][NH2:32])[CH2:30][CH2:29][CH2:28][CH2:27][CH2:26]1, predict the reaction product.